From a dataset of TCR-epitope binding with 47,182 pairs between 192 epitopes and 23,139 TCRs. Binary Classification. Given a T-cell receptor sequence (or CDR3 region) and an epitope sequence, predict whether binding occurs between them. (1) The epitope is VVYRGTTTY. The TCR CDR3 sequence is CASSQPGGAAGANVLTF. Result: 1 (the TCR binds to the epitope). (2) The TCR CDR3 sequence is CASSLALGVAKNIQYF. Result: 0 (the TCR does not bind to the epitope). The epitope is YSEHPTFTSQY. (3) The epitope is KEIDRLNEV. The TCR CDR3 sequence is CASKQDRMTYEQYF. Result: 1 (the TCR binds to the epitope). (4) The epitope is IVTDFSVIK. The TCR CDR3 sequence is CASSVGDGGANTQYF. Result: 1 (the TCR binds to the epitope). (5) The epitope is SEISMDNSPNL. The TCR CDR3 sequence is CASSEGRVAPGELFF. Result: 0 (the TCR does not bind to the epitope).